This data is from NCI-60 drug combinations with 297,098 pairs across 59 cell lines. The task is: Regression. Given two drug SMILES strings and cell line genomic features, predict the synergy score measuring deviation from expected non-interaction effect. (1) Drug 1: C1=CC(=CC=C1CCC2=CNC3=C2C(=O)NC(=N3)N)C(=O)NC(CCC(=O)O)C(=O)O. Drug 2: CCCCCOC(=O)NC1=NC(=O)N(C=C1F)C2C(C(C(O2)C)O)O. Cell line: 786-0. Synergy scores: CSS=15.4, Synergy_ZIP=-5.19, Synergy_Bliss=-5.64, Synergy_Loewe=-14.4, Synergy_HSA=-5.00. (2) Drug 1: CC12CCC3C(C1CCC2=O)CC(=C)C4=CC(=O)C=CC34C. Drug 2: C1C(C(OC1N2C=C(C(=O)NC2=O)F)CO)O. Cell line: NCI-H322M. Synergy scores: CSS=14.5, Synergy_ZIP=-11.6, Synergy_Bliss=-7.63, Synergy_Loewe=-13.3, Synergy_HSA=-8.19. (3) Drug 1: CC1C(C(CC(O1)OC2CC(OC(C2O)C)OC3=CC4=CC5=C(C(=O)C(C(C5)C(C(=O)C(C(C)O)O)OC)OC6CC(C(C(O6)C)O)OC7CC(C(C(O7)C)O)OC8CC(C(C(O8)C)O)(C)O)C(=C4C(=C3C)O)O)O)O. Drug 2: CC(C)CN1C=NC2=C1C3=CC=CC=C3N=C2N. Cell line: T-47D. Synergy scores: CSS=14.3, Synergy_ZIP=-1.21, Synergy_Bliss=-2.74, Synergy_Loewe=-1.80, Synergy_HSA=-2.90.